Task: Predict the reactants needed to synthesize the given product.. Dataset: Full USPTO retrosynthesis dataset with 1.9M reactions from patents (1976-2016) Given the product [OH:22][C@H:18]1[CH2:19][CH2:20][CH2:21][C@@H:17]1[NH:16][C:2]1[C:7]([C:8]([O:10][CH2:11][CH3:12])=[O:9])=[CH:6][N:5]=[C:4]([S:13][CH3:14])[N:3]=1, predict the reactants needed to synthesize it. The reactants are: Cl[C:2]1[C:7]([C:8]([O:10][CH2:11][CH3:12])=[O:9])=[CH:6][N:5]=[C:4]([S:13][CH3:14])[N:3]=1.Cl.[NH2:16][C@H:17]1[CH2:21][CH2:20][CH2:19][C@@H:18]1[OH:22].CCN(C(C)C)C(C)C.